From a dataset of Full USPTO retrosynthesis dataset with 1.9M reactions from patents (1976-2016). Predict the reactants needed to synthesize the given product. Given the product [F:1][CH2:2][C:3]1([CH2:11][F:12])[O:4][CH2:5][CH:6]([CH2:9][O:10][C:16]2[CH:21]=[CH:20][N+:19]([O-:22])=[C:18]([CH3:23])[C:17]=2[CH3:24])[CH2:7][O:8]1, predict the reactants needed to synthesize it. The reactants are: [F:1][CH2:2][C:3]1([CH2:11][F:12])[O:8][CH2:7][CH:6]([CH2:9][OH:10])[CH2:5][O:4]1.[H-].[Na+].Cl[C:16]1[CH:21]=[CH:20][N+:19]([O-:22])=[C:18]([CH3:23])[C:17]=1[CH3:24].